From a dataset of Reaction yield outcomes from USPTO patents with 853,638 reactions. Predict the reaction yield, written as a fraction of the theoretical maximum amount of product (1.0 means a 100% yield; for example, 0.34 means a 34% yield). (1) The catalyst is O. The reactants are N[C:2]([C:9]1C=CC2C(=CC=C(OCCCCCCC)C=2)N=1)([CH3:8])[C:3]([O:5]CC)=[O:4].[CH3:27][OH:28].[CH3:29][O-:30].[Na+]. The product is [CH3:27][O:28][CH2:29][O:30][CH2:9][C@@H:2]([CH3:8])[C:3]([OH:5])=[O:4]. The yield is 0.960. (2) The reactants are C(O[C:6](=[O:25])[NH:7][C@H:8]([CH:13]([C:15](=[O:24])[NH:16][CH2:17][C:18]1[CH:23]=[CH:22][CH:21]=[CH:20][CH:19]=1)[OH:14])[CH2:9][CH2:10][CH2:11][CH3:12])(C)(C)C.FC(F)(F)C(O)=O.C(N(CC)C(C)C)(C)C.[CH3:42][O:43][CH2:44][C@H:45]([NH:49][C:50](=[O:62])[C@@H:51]([NH:53][C:54]([C:56]1[CH:60]=[C:59]([CH3:61])[O:58][N:57]=1)=[O:55])[CH3:52])C(O)=O.CN(C(ON1N=NC2C=CC=NC1=2)=[N+](C)C)C.F[P-](F)(F)(F)(F)F. The catalyst is ClCCl. The product is [CH2:17]([NH:16][C:15]([CH:13]([OH:14])[C@@H:8]([NH:7][C:6]([C@@H:45]([NH:49][C:50]([C@@H:51]([NH:53][C:54]([C:56]1[CH:60]=[C:59]([CH3:61])[O:58][N:57]=1)=[O:55])[CH3:52])=[O:62])[CH2:44][O:43][CH3:42])=[O:25])[CH2:9][CH2:10][CH2:11][CH3:12])=[O:24])[C:18]1[CH:19]=[CH:20][CH:21]=[CH:22][CH:23]=1. The yield is 0.630. (3) The reactants are [CH2:1]([O:8][C:9]1[CH:17]=[CH:16][C:12]([C:13](Cl)=[O:14])=[CH:11][CH:10]=1)[C:2]1[CH:7]=[CH:6][CH:5]=[CH:4][CH:3]=1.Cl.[CH3:19][NH:20][O:21][CH3:22].C(N(CC)CC)C. The catalyst is C(Cl)Cl. The product is [CH2:1]([O:8][C:9]1[CH:17]=[CH:16][C:12]([C:13]([N:20]([O:21][CH3:22])[CH3:19])=[O:14])=[CH:11][CH:10]=1)[C:2]1[CH:7]=[CH:6][CH:5]=[CH:4][CH:3]=1. The yield is 0.950.